Dataset: Catalyst prediction with 721,799 reactions and 888 catalyst types from USPTO. Task: Predict which catalyst facilitates the given reaction. Reactant: C([O:9][C@H:10]1[C@@H:14]([O:15]C(=O)C2C=CC=CC=2)[C@H:13]([N:24]2[C:33]3[C:28](=[CH:29][C:30]([O:36][CH3:37])=[C:31]([O:34][CH3:35])[CH:32]=3)[C:27](=[O:38])[NH:26][C:25]2=[O:39])[O:12][C@@H:11]1[CH2:40][O:41]C(=O)C1C=CC=CC=1)(=O)C1C=CC=CC=1.CN.CO. Product: [OH:15][C@@H:14]1[C@H:10]([OH:9])[C@@H:11]([CH2:40][OH:41])[O:12][C@H:13]1[N:24]1[C:33]2[C:28](=[CH:29][C:30]([O:36][CH3:37])=[C:31]([O:34][CH3:35])[CH:32]=2)[C:27](=[O:38])[NH:26][C:25]1=[O:39]. The catalyst class is: 5.